From a dataset of Reaction yield outcomes from USPTO patents with 853,638 reactions. Predict the reaction yield, written as a fraction of the theoretical maximum amount of product (1.0 means a 100% yield; for example, 0.34 means a 34% yield). (1) The reactants are [CH2:1]([O:3][C:4](=[O:22])[CH2:5][NH:6][CH2:7][CH2:8][NH:9][S:10]([C:13]1[S:14][C:15]2[CH:21]=[CH:20][CH:19]=[CH:18][C:16]=2[N:17]=1)(=[O:12])=[O:11])[CH3:2].[CH:23]([O:36][C:37]([NH:39][C:40]1[N:48]=[CH:47][N:46]=[C:45]2[C:41]=1[N:42]=[CH:43][N:44]2[CH2:49][C:50](O)=[O:51])=[O:38])([C:30]1[CH:35]=[CH:34][CH:33]=[CH:32][CH:31]=1)[C:24]1[CH:29]=[CH:28][CH:27]=[CH:26][CH:25]=1. No catalyst specified. The product is [CH2:1]([O:3][C:4](=[O:22])[CH2:5][N:6]([CH2:7][CH2:8][NH:9][S:10]([C:13]1[S:14][C:15]2[CH:21]=[CH:20][CH:19]=[CH:18][C:16]=2[N:17]=1)(=[O:12])=[O:11])[C:50](=[O:51])[CH2:49][N:44]1[CH:43]=[N:42][C:41]2[C:45]1=[N:46][CH:47]=[N:48][C:40]=2[NH:39][C:37]([O:36][CH:23]([C:30]1[CH:35]=[CH:34][CH:33]=[CH:32][CH:31]=1)[C:24]1[CH:29]=[CH:28][CH:27]=[CH:26][CH:25]=1)=[O:38])[CH3:2]. The yield is 0.800. (2) The reactants are [N:1]12[CH2:8][CH2:7][CH:4]([CH2:5][CH2:6]1)[C@@H:3]([N:9]1[CH2:22][CH2:21][CH2:20][N:18]3[C:19]4[C:15]([CH:16]=[CH:17]3)=[CH:14][CH:13]=[CH:12][C:11]=4[C:10]1=[O:23])[CH2:2]2.[ClH:24]. The catalyst is CO. The product is [ClH:24].[N:1]12[CH2:8][CH2:7][CH:4]([CH2:5][CH2:6]1)[C@@H:3]([N:9]1[CH2:22][CH2:21][CH2:20][N:18]3[C:19]4[C:15]([CH:16]=[CH:17]3)=[CH:14][CH:13]=[CH:12][C:11]=4[C:10]1=[O:23])[CH2:2]2. The yield is 0.880. (3) The reactants are Cl[C:2]1[N:3]=[C:4]([N:18]2[CH2:23][CH2:22][O:21][CH2:20][CH2:19]2)[C:5]2[CH2:10][N:9]([C:11]([O:13][C:14]([CH3:17])([CH3:16])[CH3:15])=[O:12])[CH2:8][C:6]=2[N:7]=1.[CH:24]1([NH:27][C:28]([NH:30][C:31]2[CH:36]=[CH:35][C:34](B3OC(C)(C)C(C)(C)O3)=[C:33]([F:46])[CH:32]=2)=[O:29])[CH2:26][CH2:25]1.ClCCl.C(=O)([O-])[O-].[Na+].[Na+]. The catalyst is C1C=CC(P(C2C=CC=CC=2)[C-]2C=CC=C2)=CC=1.C1C=CC(P(C2C=CC=CC=2)[C-]2C=CC=C2)=CC=1.Cl[Pd]Cl.[Fe+2].O.CCO.COCCOC. The product is [CH:24]1([NH:27][C:28](=[O:29])[NH:30][C:31]2[CH:36]=[CH:35][C:34]([C:2]3[N:3]=[C:4]([N:18]4[CH2:23][CH2:22][O:21][CH2:20][CH2:19]4)[C:5]4[CH2:10][N:9]([C:11]([O:13][C:14]([CH3:17])([CH3:16])[CH3:15])=[O:12])[CH2:8][C:6]=4[N:7]=3)=[C:33]([F:46])[CH:32]=2)[CH2:25][CH2:26]1. The yield is 0.580. (4) The reactants are Cl[C:2]1[C:7]([N+:8]([O-:10])=[O:9])=[CH:6][CH:5]=[C:4]([Cl:11])[N:3]=1.[CH3:12][CH2:13][SH:14].[H-].[Na+]. The catalyst is C1COCC1. The product is [Cl:11][C:4]1[N:3]=[C:2]([S:14][CH2:13][CH3:12])[C:7]([N+:8]([O-:10])=[O:9])=[CH:6][CH:5]=1. The yield is 0.530. (5) The reactants are C([O:3][P:4]([CH2:9][CH2:10][N:11]1[CH2:19][CH2:18][CH2:17][NH:16][C:15]2[C:14](=[O:20])[C:13](=[O:21])[C:12]1=2)(=[O:8])[O:5]CC)C.C[Si](Br)(C)C.O. The catalyst is C(#N)C. The product is [CH2:18]1[CH2:19][N:11]([CH2:10][CH2:9][P:4]([OH:5])([OH:8])=[O:3])[C:12]2=[C:13]([OH:21])[C:14](=[O:20])[C:15]2=[N:16][CH2:17]1. The yield is 0.890.